This data is from Peptide-MHC class II binding affinity with 134,281 pairs from IEDB. The task is: Regression. Given a peptide amino acid sequence and an MHC pseudo amino acid sequence, predict their binding affinity value. This is MHC class II binding data. (1) The peptide sequence is KKWIKVEYGNLSLSGIA. The MHC is HLA-DQA10103-DQB10603 with pseudo-sequence HLA-DQA10103-DQB10603. The binding affinity (normalized) is 0. (2) The peptide sequence is IGLVTQTINDFYFVI. The MHC is HLA-DQA10501-DQB10301 with pseudo-sequence HLA-DQA10501-DQB10301. The binding affinity (normalized) is 0.180. (3) The peptide sequence is SQDLELSWNLNGLQAR. The MHC is HLA-DQA10101-DQB10501 with pseudo-sequence HLA-DQA10101-DQB10501. The binding affinity (normalized) is 0.847. (4) The peptide sequence is PISVTAPPPQLPRPP. The MHC is HLA-DQA10101-DQB10501 with pseudo-sequence HLA-DQA10101-DQB10501. The binding affinity (normalized) is 0. (5) The peptide sequence is AFFLDGDNLFPKV. The MHC is DRB1_0401 with pseudo-sequence DRB1_0401. The binding affinity (normalized) is 0.765. (6) The peptide sequence is AGDGDVVAVDIKEKG. The MHC is DRB1_1602 with pseudo-sequence DRB1_1602. The binding affinity (normalized) is 0.156. (7) The peptide sequence is KSDPSQGGGIKITHF. The MHC is DRB1_0404 with pseudo-sequence DRB1_0404. The binding affinity (normalized) is 0. (8) The peptide sequence is SGAGWSGMAEATSLD. The MHC is DRB1_0404 with pseudo-sequence DRB1_0404. The binding affinity (normalized) is 0.268. (9) The peptide sequence is IPVMAYLVGLFAWVL. The MHC is DRB1_1501 with pseudo-sequence DRB1_1501. The binding affinity (normalized) is 0.259.